From a dataset of Catalyst prediction with 721,799 reactions and 888 catalyst types from USPTO. Predict which catalyst facilitates the given reaction. (1) Reactant: [CH:1]1[C:10]2[C:5](=[CH:6][CH:7]=[CH:8][CH:9]=2)[CH2:4][CH2:3][C:2]=1[C:11]1[CH:16]=[C:15]([NH2:17])[CH:14]=[CH:13][N:12]=1.[CH2:18]([O:20][C:21](Cl)=[O:22])[CH3:19]. Product: [CH2:18]([O:20][C:21](=[O:22])[NH:17][C:15]1[CH:14]=[CH:13][N:12]=[C:11]([C:2]2[CH2:3][CH2:4][C:5]3[C:10](=[CH:9][CH:8]=[CH:7][CH:6]=3)[CH:1]=2)[CH:16]=1)[CH3:19]. The catalyst class is: 17. (2) Reactant: [NH2:1][C:2]1[N:7]=[C:6]([OH:8])[CH:5]=[CH:4][CH:3]=1.[Br:9]Br.O. Product: [NH2:1][C:2]1[N:7]=[C:6]([OH:8])[CH:5]=[CH:4][C:3]=1[Br:9]. The catalyst class is: 15. (3) Reactant: [F:1][C:2]([F:29])([F:28])[C:3]1[N:7]2[C:8]3[CH:27]=[CH:26][CH:25]=[N:24][C:9]=3[O:10][C:11]3([CH2:16][CH2:15][N:14](C(OC(C)(C)C)=O)[CH2:13][CH2:12]3)[C:6]2=[CH:5][CH:4]=1.C(O)(C(F)(F)F)=O. Product: [F:28][C:2]([F:1])([F:29])[C:3]1[N:7]2[C:8]3[CH:27]=[CH:26][CH:25]=[N:24][C:9]=3[O:10][C:11]3([CH2:16][CH2:15][NH:14][CH2:13][CH2:12]3)[C:6]2=[CH:5][CH:4]=1. The catalyst class is: 2. (4) Reactant: [Cl:1][C:2]1[CH:3]=[C:4]([CH:6]=[CH:7][C:8]=1[F:9])[NH2:5].[CH3:10][O:11][C:12]1[CH:13]=[C:14]([CH:17]=[CH:18][C:19]=1[O:20][CH3:21])[CH:15]=O.C(O[BH-](OC(=O)C)OC(=O)C)(=O)C.[Na+]. Product: [Cl:1][C:2]1[CH:3]=[C:4]([NH:5][CH2:15][C:14]2[CH:17]=[CH:18][C:19]([O:20][CH3:21])=[C:12]([O:11][CH3:10])[CH:13]=2)[CH:6]=[CH:7][C:8]=1[F:9]. The catalyst class is: 15. (5) Reactant: [C:1]([SiH2:5][O:6][C:7]([CH3:16])([CH3:15])[C:8]1[CH:13]=[CH:12][N:11]=[C:10]([CH3:14])[CH:9]=1)([CH3:4])([CH3:3])[CH3:2].Br[CH2:18][C:19](=O)[C:20]([O:22][CH2:23][CH3:24])=[O:21].C([O-])(O)=O.[Na+]. Product: [CH2:23]([O:22][C:20]([C:19]1[CH:14]=[C:10]2[N:11]([CH:18]=1)[CH:12]=[CH:13][C:8]([C:7]([CH3:16])([CH3:15])[O:6][SiH2:5][C:1]([CH3:4])([CH3:3])[CH3:2])=[CH:9]2)=[O:21])[CH3:24]. The catalyst class is: 23. (6) Reactant: [NH2:1][CH2:2][CH2:3][O:4][C:5]1[CH:6]=[C:7]2[C:12](=[CH:13][CH:14]=1)[CH:11]=[C:10]([CH2:15][CH2:16][NH:17][S:18]([CH3:21])(=[O:20])=[O:19])[CH:9]=[CH:8]2.C(N(CC)CC)C.Cl[C:30]([O:32][CH3:33])=[O:31]. Product: [CH3:33][O:32][C:30]([NH:1][CH2:2][CH2:3][O:4][C:5]1[CH:14]=[CH:13][C:12]2[C:7](=[CH:8][CH:9]=[C:10]([CH2:15][CH2:16][NH:17][S:18]([CH3:21])(=[O:20])=[O:19])[CH:11]=2)[CH:6]=1)=[O:31]. The catalyst class is: 2.